Dataset: Orexin1 receptor HTS with 218,158 compounds and 233 confirmed actives. Task: Binary Classification. Given a drug SMILES string, predict its activity (active/inactive) in a high-throughput screening assay against a specified biological target. (1) The molecule is O(C(=O)C1C(N(C(=NC1c1ccccc1)NCCCOC(C)C)CC)C)C. The result is 0 (inactive). (2) The compound is S(=O)(=O)(NCc1occc1)c1cc(NC(=O)c2c3c(nc(c2)c2ccccc2)cccc3)ccc1. The result is 1 (active). (3) The molecule is Brc1cn(nc1)CC(O)COc1ccccc1. The result is 0 (inactive). (4) The molecule is O(Cn1nnc2c(c1=O)cccc2)C(=O)c1c(OC)cccc1. The result is 0 (inactive). (5) The compound is Clc1ccc(C(=O)CSc2ncnc3nc[nH]c23)cc1. The result is 0 (inactive). (6) The compound is Clc1cc(C(=O)Nc2ccc(cc2)CC(O)=O)ccc1Cl. The result is 0 (inactive). (7) The compound is O1c2cc3n(nc(c(=O)c3cc2OC1)C(O)=O)CC. The result is 0 (inactive). (8) The compound is S(=O)(=O)(N1CC(CCC1)C(=O)NC1CCN(CC1)C(OCC)=O)c1cc2oc(=O)n(c2cc1)C. The result is 0 (inactive). (9) The molecule is s1c(Nc2ccccc2)nc(CSc2[nH]ncn2)c1. The result is 0 (inactive). (10) The drug is O(c1ccc(cc1)C(OCC)=O)c1nc(OC)cc(OC)n1. The result is 0 (inactive).